This data is from Peptide-MHC class I binding affinity with 185,985 pairs from IEDB/IMGT. The task is: Regression. Given a peptide amino acid sequence and an MHC pseudo amino acid sequence, predict their binding affinity value. This is MHC class I binding data. (1) The peptide sequence is FPPEIINVI. The MHC is HLA-B51:01 with pseudo-sequence HLA-B51:01. The binding affinity (normalized) is 0.504. (2) The peptide sequence is PIIVAGFSGK. The MHC is HLA-A68:01 with pseudo-sequence HLA-A68:01. The binding affinity (normalized) is 0.239. (3) The binding affinity (normalized) is 0.180. The MHC is Mamu-A11 with pseudo-sequence Mamu-A11. The peptide sequence is VEKDVWEQWWT. (4) The peptide sequence is DKPIAARF. The MHC is Mamu-A01 with pseudo-sequence Mamu-A01. The binding affinity (normalized) is 0. (5) The peptide sequence is REVFYFGKF. The MHC is HLA-A26:02 with pseudo-sequence HLA-A26:02. The binding affinity (normalized) is 0.283. (6) The peptide sequence is TVLPLEFAR. The MHC is HLA-A03:01 with pseudo-sequence HLA-A03:01. The binding affinity (normalized) is 0.321. (7) The MHC is HLA-A11:01 with pseudo-sequence HLA-A11:01. The binding affinity (normalized) is 0.846. The peptide sequence is GIFQSSMTK. (8) The peptide sequence is VVRFRTHFS. The MHC is HLA-A30:01 with pseudo-sequence HLA-A30:01. The binding affinity (normalized) is 0.435. (9) The peptide sequence is DEQEFFYSQ. The MHC is HLA-B51:01 with pseudo-sequence HLA-B51:01. The binding affinity (normalized) is 0.0847.